Predict the product of the given reaction. From a dataset of Forward reaction prediction with 1.9M reactions from USPTO patents (1976-2016). Given the reactants [F:1][C:2]1[CH:3]=[C:4]2[C:10]([C:11]([NH2:13])=O)=[N:9][N:8]([CH2:14][C:15]3[CH:20]=[CH:19][CH:18]=[CH:17][C:16]=3[F:21])[C:5]2=[N:6][CH:7]=1.N1C=CC=CC=1.FC(F)(F)C(OC(=O)C(F)(F)F)=O, predict the reaction product. The product is: [F:1][C:2]1[CH:3]=[C:4]2[C:10]([C:11]#[N:13])=[N:9][N:8]([CH2:14][C:15]3[CH:20]=[CH:19][CH:18]=[CH:17][C:16]=3[F:21])[C:5]2=[N:6][CH:7]=1.